This data is from Full USPTO retrosynthesis dataset with 1.9M reactions from patents (1976-2016). The task is: Predict the reactants needed to synthesize the given product. (1) Given the product [Cl:1][C:2]1[C:3]2[O:20][N:19]=[C:18]([C:21]3[CH:28]=[CH:27][C:24]([C:25]#[N:26])=[C:23]([F:29])[CH:22]=3)[C:4]=2[N:5]=[C:6]2[C:7]=1[N:8]1[CH2:9][C@@H:10]([CH3:15])[O:11][C@@H:12]([CH3:14])[C@@H:13]1[C:36]1([C:34](=[O:35])[NH:33][C:31](=[O:32])[NH:30][C:37]1=[O:38])[CH2:16]2, predict the reactants needed to synthesize it. The reactants are: [Cl:1][C:2]1[C:7]([N:8]2[CH2:13][C@H:12]([CH3:14])[O:11][C@H:10]([CH3:15])[CH2:9]2)=[C:6]([CH:16]=O)[N:5]=[C:4]2[C:18]([C:21]3[CH:28]=[CH:27][C:24]([C:25]#[N:26])=[C:23]([F:29])[CH:22]=3)=[N:19][O:20][C:3]=12.[NH:30]1[C:37](=[O:38])[CH2:36][C:34](=[O:35])[NH:33][C:31]1=[O:32]. (2) Given the product [CH3:47][S:45]([C:30]1[N:29]=[CH:28][C:27]2=[CH:26][C:25]([CH3:24])=[C:33]([C:34]3[CH:39]=[CH:38][CH:37]=[CH:36][C:35]=3[N:40]([CH3:1])[S:41]([CH3:44])(=[O:42])=[O:43])[N:32]2[N:31]=1)=[O:46].[CH3:24][C:11]1[CH:10]=[C:7]2[N:6]([C:12]=1[C:13]1[CH:18]=[CH:17][CH:16]=[CH:15][C:14]=1[NH:19][S:20]([CH3:23])(=[O:22])=[O:21])[N:5]=[C:4]([S:2]([CH3:1])=[O:3])[N:9]=[CH:8]2, predict the reactants needed to synthesize it. The reactants are: [CH3:1][S:2]([C:4]1[N:9]=[CH:8][C:7]2=[CH:10][CH:11]=[C:12]([C:13]3[CH:18]=[CH:17][CH:16]=[CH:15][C:14]=3[NH:19][S:20]([CH3:23])(=[O:22])=[O:21])[N:6]2[N:5]=1)=[O:3].[CH3:24][C:25]1[CH:26]=[C:27]2[N:32]([C:33]=1[C:34]1[CH:39]=[CH:38][CH:37]=[CH:36][C:35]=1[NH:40][S:41]([CH3:44])(=[O:43])=[O:42])[N:31]=[C:30]([S:45]([CH3:47])=[O:46])[N:29]=[CH:28]2. (3) Given the product [NH2:8][C:6]1[N:5]=[CH:4][C:3]2[C:9](=[O:10])[NH:11][CH:12]=[N:1][C:2]=2[CH:7]=1, predict the reactants needed to synthesize it. The reactants are: [NH2:1][C:2]1[CH:7]=[C:6]([NH2:8])[N:5]=[CH:4][C:3]=1[C:9]([NH2:11])=[O:10].[CH:12](OCC)(OCC)OCC. (4) Given the product [F:1][C:2]1[CH:7]=[CH:6][C:5]([NH:8][C:9]([NH:11][C:12]2[CH:17]=[CH:16][C:15]([O:18][C:19]3[CH:24]=[CH:23][N:22]=[C:21]([N:25]4[CH2:29][CH2:28][CH2:27][C:26]4=[O:31])[CH:20]=3)=[CH:14][CH:13]=2)=[O:10])=[CH:4][CH:3]=1, predict the reactants needed to synthesize it. The reactants are: [F:1][C:2]1[CH:7]=[CH:6][C:5]([NH:8][C:9]([NH:11][C:12]2[CH:17]=[CH:16][C:15]([O:18][C:19]3[CH:24]=[CH:23][N:22]=[C:21]([NH:25][C:26](=[O:31])[CH2:27][CH2:28][CH2:29]Cl)[CH:20]=3)=[CH:14][CH:13]=2)=[O:10])=[CH:4][CH:3]=1.C(=O)([O-])[O-].[K+].[K+].CN(C)C=O.O. (5) Given the product [Br:1][C:2]1[C:3]([OH:12])=[C:4]([CH:5]=[C:6]([C:8]([CH3:9])([CH3:11])[CH3:10])[CH:7]=1)[CH:21]=[O:22], predict the reactants needed to synthesize it. The reactants are: [Br:1][C:2]1[CH:7]=[C:6]([C:8]([CH3:11])([CH3:10])[CH3:9])[CH:5]=[CH:4][C:3]=1[OH:12].BrC1C2[O:22][CH2:21]N(C(C)(C)C)CC=2C=C(C(C)(C)C)C=1.C1N2CN3CN(C2)CN1C3.Cl.